Binary Classification. Given a miRNA mature sequence and a target amino acid sequence, predict their likelihood of interaction. From a dataset of Experimentally validated miRNA-target interactions with 360,000+ pairs, plus equal number of negative samples. The miRNA is mmu-miR-467c-5p with sequence UAAGUGCGUGCAUGUAUAUGUG. The protein sequence of the target gene is MGNHAGKRELNAEKASTNSETNRGESEKKRNLGELSRTTSEDNEVFGEADANQNNGTSSQDTAVTDSKRTADPKNAWQDAHPADPGSRPHLIRLFSRDAPGREDNTFKDRPSESDELQTIQEDSAATSESLDVMASQKRPSQRHGSKYLATASTMDHARHGFLPRHRDTGILDSIGRFFGGDRGAPKRGSGKDSHHPARTAHYGSLPQKSHGRTQDENPVVHFFKNIVTPRTPPPSQGKGRGLSLSRFSWGAEGQRPGFGYGGRASDYKSAHKGFKGVDAQGTLSKIFKLGGRDSRSGSP.... Result: 0 (no interaction).